Dataset: Catalyst prediction with 721,799 reactions and 888 catalyst types from USPTO. Task: Predict which catalyst facilitates the given reaction. (1) Reactant: [O:1]1[CH2:5][CH2:4][CH2:3][C@H:2]1[CH2:6][OH:7].[Cl:8][C:9]1[CH:10]=[C:11]([C:16]2[CH:37]=[CH:36][C:19]3[NH:20][C:21]([NH:23][C:24]([C:26]4[N:27]=[C:28]5[CH:33]=[CH:32][C:31](Cl)=[N:30][N:29]5[CH:35]=4)=[O:25])=[N:22][C:18]=3[CH:17]=2)[CH:12]=[C:13]([F:15])[CH:14]=1.O. The catalyst class is: 3. Product: [Cl:8][C:9]1[CH:10]=[C:11]([C:16]2[CH:37]=[CH:36][C:19]3[NH:20][C:21]([NH:23][C:24]([C:26]4[N:27]=[C:28]5[CH:33]=[CH:32][C:31]([O:7][CH2:6][C@@H:2]6[CH2:3][CH2:4][CH2:5][O:1]6)=[N:30][N:29]5[CH:35]=4)=[O:25])=[N:22][C:18]=3[CH:17]=2)[CH:12]=[C:13]([F:15])[CH:14]=1. (2) Reactant: CC1(C)[O:6][CH:5]([CH2:7][N:8]([C:13]2[N:18]=[C:17]([C:19]3[CH:24]=[CH:23][C:22]([O:25][C:26]4[CH:31]=[CH:30][C:29]([F:32])=[CH:28][CH:27]=4)=[CH:21][CH:20]=3)[N:16]=[C:15]([C:33]([NH2:35])=[O:34])[CH:14]=2)[S:9]([CH3:12])(=[O:11])=[O:10])[CH2:4][O:3]1.C(Cl)Cl.CO.Cl.O. Product: [OH:6][CH:5]([CH2:4][OH:3])[CH2:7][N:8]([C:13]1[N:18]=[C:17]([C:19]2[CH:24]=[CH:23][C:22]([O:25][C:26]3[CH:31]=[CH:30][C:29]([F:32])=[CH:28][CH:27]=3)=[CH:21][CH:20]=2)[N:16]=[C:15]([C:33]([NH2:35])=[O:34])[CH:14]=1)[S:9]([CH3:12])(=[O:11])=[O:10]. The catalyst class is: 12. (3) Reactant: [S:1]1[CH:5]=[CH:4][N:3]=[C:2]1[CH2:6][NH:7][C:8](=[O:14])[O:9][C:10]([CH3:13])([CH3:12])[CH3:11].C1C(=O)N([Br:22])C(=O)C1. Product: [Br:22][C:5]1[S:1][C:2]([CH2:6][NH:7][C:8](=[O:14])[O:9][C:10]([CH3:11])([CH3:13])[CH3:12])=[N:3][CH:4]=1. The catalyst class is: 39.